This data is from Full USPTO retrosynthesis dataset with 1.9M reactions from patents (1976-2016). The task is: Predict the reactants needed to synthesize the given product. (1) Given the product [Br:1][C:2]1[N:7]=[CH:6][C:5]([C@@H:8]([NH:11][S:12]([C:14]([CH3:15])([CH3:17])[CH3:16])=[O:13])[CH2:9][CH3:10])=[CH:4][CH:3]=1, predict the reactants needed to synthesize it. The reactants are: [Br:1][C:2]1[N:7]=[CH:6][C:5](/[C:8](=[N:11]/[S:12]([C:14]([CH3:17])([CH3:16])[CH3:15])=[O:13])/[CH2:9][CH3:10])=[CH:4][CH:3]=1.CCC(C)[BH-](C(C)CC)C(C)CC.[Li+].[BH4-].[Li+]. (2) Given the product [C:2]1([C:1](=[O:8])[CH:18]([C:12]2[CH:17]=[CH:16][CH:15]=[CH:14][CH:13]=2)[CH2:19][C:20](=[O:22])[CH3:21])[CH:7]=[CH:6][CH:5]=[CH:4][CH:3]=1, predict the reactants needed to synthesize it. The reactants are: [CH:1](=[O:8])[C:2]1[CH:7]=[CH:6][CH:5]=[CH:4][CH:3]=1.[C-]#N.[Na+].[C:12]1(/[CH:18]=[CH:19]/[C:20](=[O:22])[CH3:21])[CH:17]=[CH:16][CH:15]=[CH:14][CH:13]=1.